Task: Predict the reaction yield, written as a fraction of the theoretical maximum amount of product (1.0 means a 100% yield; for example, 0.34 means a 34% yield).. Dataset: Reaction yield outcomes from USPTO patents with 853,638 reactions (1) The reactants are Br[C:2]1[CH:7]=[CH:6][N:5]=[C:4]([CH3:8])[CH:3]=1.C([O-])(=O)C.[K+].CC1(C)C(C)(C)OB(B2OC(C)(C)C(C)(C)O2)O1.Br[C:33]1[CH:38]=[CH:37][C:36]([S:39][CH2:40][CH2:41][C:42]([NH2:44])=[O:43])=[C:35]([C:45]([F:48])([F:47])[F:46])[CH:34]=1.C(=O)([O-])[O-].[K+].[K+]. The catalyst is CN(C)C=O.C1C=CC(P(C2C=CC=CC=2)[C-]2C=CC=C2)=CC=1.C1C=CC(P(C2C=CC=CC=2)[C-]2C=CC=C2)=CC=1.Cl[Pd]Cl.[Fe+2].O. The product is [CH3:8][C:4]1[CH:3]=[C:2]([C:33]2[CH:38]=[CH:37][C:36]([S:39][CH2:40][CH2:41][C:42]([NH2:44])=[O:43])=[C:35]([C:45]([F:47])([F:48])[F:46])[CH:34]=2)[CH:7]=[CH:6][N:5]=1. The yield is 0.710. (2) The reactants are C([Li])(C)(C)C.Br[C:7]1[CH:12]=[CH:11][C:10]([F:13])=[C:9]([O:14][CH3:15])[CH:8]=1.[Br:16][C:17]1[CH:18]=[C:19](/[C:23](/[C:31]2[CH:36]=[CH:35][CH:34]=[C:33]([F:37])[C:32]=2[C:38]#[N:39])=[N:24]\S(C(C)(C)C)=O)[CH:20]=[CH:21][CH:22]=1.Cl.CO. The catalyst is C1COCC1. The product is [Br:16][C:17]1[CH:18]=[C:19]([C:23]2([C:7]3[CH:12]=[CH:11][C:10]([F:13])=[C:9]([O:14][CH3:15])[CH:8]=3)[C:31]3[C:32](=[C:33]([F:37])[CH:34]=[CH:35][CH:36]=3)[C:38]([NH2:39])=[N:24]2)[CH:20]=[CH:21][CH:22]=1. The yield is 0.930. (3) The reactants are [CH2:1]([CH:3]1[CH2:7][CH:6]([C:8](OC)=[O:9])[CH2:5][CH:4]1[C:12]([OH:14])=[O:13])[CH3:2].[Li+].[BH4-].O. The catalyst is C1COCC1. The product is [CH2:1]([CH:3]1[CH2:7][CH:6]([CH2:8][OH:9])[CH2:5][CH:4]1[C:12]([OH:14])=[O:13])[CH3:2]. The yield is 1.00. (4) The reactants are Br[C:2]1[CH:3]=[C:4]2[C:9](=[CH:10][CH:11]=1)[N:8]=[CH:7][C:6]([S:12]([CH3:15])(=[O:14])=[O:13])=[C:5]2[N:16]1[CH2:21][CH2:20][CH:19]([CH:22]([N:24]([CH3:26])[CH3:25])[CH3:23])[CH2:18][CH2:17]1.[Cl:27][C:28]1[CH:29]=[C:30](B(O)O)[CH:31]=[CH:32][C:33]=1[OH:34]. No catalyst specified. The product is [Cl:27][C:28]1[CH:29]=[C:30]([C:2]2[CH:3]=[C:4]3[C:9](=[CH:10][CH:11]=2)[N:8]=[CH:7][C:6]([S:12]([CH3:15])(=[O:14])=[O:13])=[C:5]3[N:16]2[CH2:17][CH2:18][CH:19]([CH:22]([N:24]([CH3:26])[CH3:25])[CH3:23])[CH2:20][CH2:21]2)[CH:31]=[CH:32][C:33]=1[OH:34]. The yield is 0.240. (5) The reactants are [Cl:1][C:2]1[CH:3]=[C:4]([CH:8]([OH:13])[CH2:9][N+:10]([O-:12])=[O:11])[CH:5]=[CH:6][CH:7]=1.N1C=CN=C1.Cl[Si:20]([CH2:25][CH3:26])([CH2:23][CH3:24])[CH2:21][CH3:22]. The catalyst is CN(C=O)C. The product is [Cl:1][C:2]1[CH:3]=[C:4]([CH:8]([O:13][Si:20]([CH2:25][CH3:26])([CH2:23][CH3:24])[CH2:21][CH3:22])[CH2:9][N+:10]([O-:12])=[O:11])[CH:5]=[CH:6][CH:7]=1. The yield is 0.910. (6) The catalyst is CO. The product is [ClH:30].[F:29][CH:2]([F:1])[C:3]1[CH:8]=[CH:7][C:6]([C:9]([F:28])([F:27])[CH2:10][N:11]2[CH2:12][CH2:13][CH:14]([NH:17][C:18]3[C:19]4[CH:26]=[CH:25][NH:24][C:20]=4[N:21]=[CH:22][N:23]=3)[CH2:15][CH2:16]2)=[CH:5][CH:4]=1. The yield is 0.990. The reactants are [F:1][CH:2]([F:29])[C:3]1[CH:8]=[CH:7][C:6]([C:9]([F:28])([F:27])[CH2:10][N:11]2[CH2:16][CH2:15][CH:14]([NH:17][C:18]3[C:19]4[CH:26]=[CH:25][NH:24][C:20]=4[N:21]=[CH:22][N:23]=3)[CH2:13][CH2:12]2)=[CH:5][CH:4]=1.[ClH:30].CCOCC. (7) The reactants are C([O-])=O.[NH4+:4].C([N:8]([C:12]1[N:16]([C:17]2[CH:22]=[CH:21][CH:20]=[C:19]([Br:23])[CH:18]=2)[N:15]=[C:14]([C:24]([O:26][CH2:27][CH3:28])=[O:25])[C:13]=1[CH:29]=O)[C:9](=O)[CH3:10])(=O)C. The catalyst is C(O)(C)(C)C.C(OCC)(=O)C. The product is [Br:23][C:19]1[CH:18]=[C:17]([N:16]2[C:12]3=[N:8][C:9]([CH3:10])=[N:4][CH:29]=[C:13]3[C:14]([C:24]([O:26][CH2:27][CH3:28])=[O:25])=[N:15]2)[CH:22]=[CH:21][CH:20]=1. The yield is 0.970.